Dataset: TCR-epitope binding with 47,182 pairs between 192 epitopes and 23,139 TCRs. Task: Binary Classification. Given a T-cell receptor sequence (or CDR3 region) and an epitope sequence, predict whether binding occurs between them. The epitope is HSKKKCDEL. The TCR CDR3 sequence is CASGLGAMNTEAFF. Result: 0 (the TCR does not bind to the epitope).